From a dataset of Reaction yield outcomes from USPTO patents with 853,638 reactions. Predict the reaction yield, written as a fraction of the theoretical maximum amount of product (1.0 means a 100% yield; for example, 0.34 means a 34% yield). (1) The reactants are [F:1][C:2]1[CH:10]=[CH:9][CH:8]=[C:7]2[C:3]=1[CH2:4][N:5]([C:11]([O:13][C@H:14]1[CH2:31][N:30]3[C@H:16]([C:17](=[O:51])[NH:18][C@:19]4([C:42](=[O:50])[NH:43][S:44]([CH:47]5[CH2:49][CH2:48]5)(=[O:46])=[O:45])[CH2:41][C@H:20]4[CH:21]=[CH:22][CH2:23][O:24][CH2:25][CH2:26][CH2:27][C@H:28]([NH:33][C:34]([O:36][C:37]([CH3:40])([CH3:39])[CH3:38])=[O:35])[C:29]3=[O:32])[CH2:15]1)=[O:12])[CH2:6]2.[H][H].O.S([O-])(O)(=O)=O.[K+]. The catalyst is C(OCC)(=O)C. The product is [F:1][C:2]1[CH:10]=[CH:9][CH:8]=[C:7]2[C:3]=1[CH2:4][N:5]([C:11]([O:13][C@H:14]1[CH2:31][N:30]3[C@H:16]([C:17](=[O:51])[NH:18][C@:19]4([C:42](=[O:50])[NH:43][S:44]([CH:47]5[CH2:49][CH2:48]5)(=[O:45])=[O:46])[CH2:41][C@H:20]4[CH2:21][CH2:22][CH2:23][O:24][CH2:25][CH2:26][CH2:27][C@H:28]([NH:33][C:34]([O:36][C:37]([CH3:39])([CH3:40])[CH3:38])=[O:35])[C:29]3=[O:32])[CH2:15]1)=[O:12])[CH2:6]2. The yield is 0.500. (2) The catalyst is O1CCCC1. The yield is 0.390. The reactants are [H-].[Na+].[C:3]([C:7]1[CH:12]=[CH:11][C:10]([C:13](=[N:15][OH:16])[CH3:14])=[CH:9][CH:8]=1)([CH3:6])([CH3:5])[CH3:4].[CH3:17][O:18][C:19](=[O:31])[C:20]1[CH:25]=[CH:24][C:23]([O:26][CH2:27][CH2:28]Br)=[CH:22][C:21]=1[OH:30]. The product is [CH3:17][O:18][C:19](=[O:31])[C:20]1[CH:25]=[CH:24][C:23]([O:26][CH2:27][CH2:28][O:16][N:15]=[C:13]([C:10]2[CH:11]=[CH:12][C:7]([C:3]([CH3:6])([CH3:4])[CH3:5])=[CH:8][CH:9]=2)[CH3:14])=[CH:22][C:21]=1[OH:30]. (3) The reactants are [O:1]=[C:2]1[NH:11][C:10]2[N:9]=[CH:8][C:7](/[CH:12]=[CH:13]/[C:14]([O:16]C(C)(C)C)=[O:15])=[CH:6][C:5]=2[CH2:4][CH2:3]1.C(O)(C(F)(F)F)=O.C(Cl)[Cl:29]. No catalyst specified. The product is [ClH:29].[O:1]=[C:2]1[NH:11][C:10]2[N:9]=[CH:8][C:7](/[CH:12]=[CH:13]/[C:14]([OH:16])=[O:15])=[CH:6][C:5]=2[CH2:4][CH2:3]1. The yield is 1.00. (4) The reactants are [Cl:1][C:2]1[CH:3]=[C:4]([CH3:29])[C:5]2[N:10]=[C:9]([C:11]3[N:15]([C:16]4[C:21]([Cl:22])=[CH:20][CH:19]=[CH:18][N:17]=4)[N:14]=[C:13]([C:23]([F:26])([F:25])[F:24])[CH:12]=3)[O:8][C:7](=[O:27])[C:6]=2[CH:28]=1.[NH2:30][CH2:31][CH:32]1[CH2:35][CH2:34][O:33]1. The catalyst is O1CCCC1. The product is [Cl:1][C:2]1[CH:28]=[C:6]([C:7]([NH:30][CH2:31][CH:32]2[CH2:35][CH2:34][O:33]2)=[O:27])[C:5]([NH:10][C:9]([C:11]2[N:15]([C:16]3[C:21]([Cl:22])=[CH:20][CH:19]=[CH:18][N:17]=3)[N:14]=[C:13]([C:23]([F:25])([F:24])[F:26])[CH:12]=2)=[O:8])=[C:4]([CH3:29])[CH:3]=1. The yield is 0.710. (5) The reactants are [CH3:1][S:2][C:3]1[CH:4]=[C:5]([S:8]([NH2:11])(=[O:10])=[O:9])[S:6][CH:7]=1.[Br:12]N1C(=O)CCC1=O.[OH-].[Na+]. The catalyst is C(Cl)(Cl)Cl.CC(O)=O. The product is [Br:12][C:7]1[S:6][C:5]([S:8]([NH2:11])(=[O:10])=[O:9])=[CH:4][C:3]=1[S:2][CH3:1]. The yield is 0.700.